From a dataset of Peptide-MHC class II binding affinity with 134,281 pairs from IEDB. Regression. Given a peptide amino acid sequence and an MHC pseudo amino acid sequence, predict their binding affinity value. This is MHC class II binding data. (1) The peptide sequence is FDAFVAYHIGARIVS. The MHC is DRB1_0901 with pseudo-sequence DRB1_0901. The binding affinity (normalized) is 0.981. (2) The peptide sequence is KPHYYTWGKADIAAN. The MHC is DRB1_0701 with pseudo-sequence DRB1_0701. The binding affinity (normalized) is 0. (3) The peptide sequence is KRVSNVIIHGLHLYG. The MHC is HLA-DQA10301-DQB10302 with pseudo-sequence HLA-DQA10301-DQB10302. The binding affinity (normalized) is 0.188. (4) The peptide sequence is FHGSDGCWYPMEIRP. The MHC is DRB1_1101 with pseudo-sequence DRB1_1101. The binding affinity (normalized) is 0. (5) The peptide sequence is NVWEVKSSKPLVGPF. The MHC is DRB4_0101 with pseudo-sequence DRB4_0103. The binding affinity (normalized) is 0.409.